This data is from Full USPTO retrosynthesis dataset with 1.9M reactions from patents (1976-2016). The task is: Predict the reactants needed to synthesize the given product. Given the product [CH:30]1[C:31]2[CH:32]([CH2:34][O:35][C:36]([NH:38][C@@H:39]([CH2:47][S:48][CH2:12][C@H:13]([OH:7])[CH2:14][OH:16])[C:40]([O:42][C:43]([CH3:44])([CH3:45])[CH3:46])=[O:41])=[O:37])[C:33]3[C:25](=[CH:24][CH:23]=[CH:22][CH:21]=3)[C:26]=2[CH:27]=[CH:28][CH:29]=1, predict the reactants needed to synthesize it. The reactants are: N1C=CC=CC=1.[OH-:7].[Na+].[N+]([C:12]1C=CC=C[C:13]=1[C:14]([O-:16])=O)([O-])=O.[CH:21]1[C:33]2[CH:32]([CH2:34][O:35][C:36]([NH:38][C@@H:39]([CH2:47][SH:48])[C:40]([O:42][C:43]([CH3:46])([CH3:45])[CH3:44])=[O:41])=[O:37])[C:31]3[C:26](=[CH:27][CH:28]=[CH:29][CH:30]=3)[C:25]=2[CH:24]=[CH:23][CH:22]=1.